From a dataset of NCI-60 drug combinations with 297,098 pairs across 59 cell lines. Regression. Given two drug SMILES strings and cell line genomic features, predict the synergy score measuring deviation from expected non-interaction effect. (1) Drug 1: CS(=O)(=O)C1=CC(=C(C=C1)C(=O)NC2=CC(=C(C=C2)Cl)C3=CC=CC=N3)Cl. Drug 2: CC1=C2C(C(=O)C3(C(CC4C(C3C(C(C2(C)C)(CC1OC(=O)C(C(C5=CC=CC=C5)NC(=O)C6=CC=CC=C6)O)O)OC(=O)C7=CC=CC=C7)(CO4)OC(=O)C)O)C)OC(=O)C. Cell line: BT-549. Synergy scores: CSS=50.5, Synergy_ZIP=9.27, Synergy_Bliss=9.99, Synergy_Loewe=-12.4, Synergy_HSA=9.73. (2) Drug 1: C1=NC2=C(N1)C(=S)N=C(N2)N. Drug 2: CC(C)NC(=O)C1=CC=C(C=C1)CNNC.Cl. Cell line: SK-MEL-2. Synergy scores: CSS=21.6, Synergy_ZIP=-0.198, Synergy_Bliss=3.70, Synergy_Loewe=-1.13, Synergy_HSA=-0.441.